Dataset: NCI-60 drug combinations with 297,098 pairs across 59 cell lines. Task: Regression. Given two drug SMILES strings and cell line genomic features, predict the synergy score measuring deviation from expected non-interaction effect. (1) Drug 1: C1=C(C(=O)NC(=O)N1)F. Drug 2: C1CN(CCN1C(=O)CCBr)C(=O)CCBr. Cell line: LOX IMVI. Synergy scores: CSS=44.7, Synergy_ZIP=-4.24, Synergy_Bliss=-3.86, Synergy_Loewe=-0.709, Synergy_HSA=1.91. (2) Synergy scores: CSS=13.9, Synergy_ZIP=-4.80, Synergy_Bliss=-2.54, Synergy_Loewe=-6.77, Synergy_HSA=-3.91. Cell line: ACHN. Drug 2: C(CCl)NC(=O)N(CCCl)N=O. Drug 1: C1CCC(CC1)NC(=O)N(CCCl)N=O. (3) Drug 1: CCC1(CC2CC(C3=C(CCN(C2)C1)C4=CC=CC=C4N3)(C5=C(C=C6C(=C5)C78CCN9C7C(C=CC9)(C(C(C8N6C=O)(C(=O)OC)O)OC(=O)C)CC)OC)C(=O)OC)O.OS(=O)(=O)O. Drug 2: CC(C)(C#N)C1=CC(=CC(=C1)CN2C=NC=N2)C(C)(C)C#N. Cell line: NCIH23. Synergy scores: CSS=26.5, Synergy_ZIP=-0.581, Synergy_Bliss=-2.17, Synergy_Loewe=-22.8, Synergy_HSA=-2.61. (4) Drug 1: CC1=C(C(CCC1)(C)C)C=CC(=CC=CC(=CC(=O)O)C)C. Drug 2: B(C(CC(C)C)NC(=O)C(CC1=CC=CC=C1)NC(=O)C2=NC=CN=C2)(O)O. Cell line: HL-60(TB). Synergy scores: CSS=55.6, Synergy_ZIP=-1.03, Synergy_Bliss=-2.49, Synergy_Loewe=-3.38, Synergy_HSA=-1.20. (5) Drug 1: C1CCN(CC1)CCOC2=CC=C(C=C2)C(=O)C3=C(SC4=C3C=CC(=C4)O)C5=CC=C(C=C5)O. Drug 2: CCC(=C(C1=CC=CC=C1)C2=CC=C(C=C2)OCCN(C)C)C3=CC=CC=C3.C(C(=O)O)C(CC(=O)O)(C(=O)O)O. Cell line: ACHN. Synergy scores: CSS=1.27, Synergy_ZIP=0.368, Synergy_Bliss=-0.0560, Synergy_Loewe=-2.01, Synergy_HSA=-2.29. (6) Drug 1: COC1=CC(=CC(=C1O)OC)C2C3C(COC3=O)C(C4=CC5=C(C=C24)OCO5)OC6C(C(C7C(O6)COC(O7)C8=CC=CS8)O)O. Drug 2: CC1C(C(=O)NC(C(=O)N2CCCC2C(=O)N(CC(=O)N(C(C(=O)O1)C(C)C)C)C)C(C)C)NC(=O)C3=C4C(=C(C=C3)C)OC5=C(C(=O)C(=C(C5=N4)C(=O)NC6C(OC(=O)C(N(C(=O)CN(C(=O)C7CCCN7C(=O)C(NC6=O)C(C)C)C)C)C(C)C)C)N)C. Cell line: PC-3. Synergy scores: CSS=17.0, Synergy_ZIP=-2.58, Synergy_Bliss=0.183, Synergy_Loewe=0.788, Synergy_HSA=0.583. (7) Drug 1: C1=NC2=C(N=C(N=C2N1C3C(C(C(O3)CO)O)O)F)N. Drug 2: CNC(=O)C1=NC=CC(=C1)OC2=CC=C(C=C2)NC(=O)NC3=CC(=C(C=C3)Cl)C(F)(F)F. Cell line: SW-620. Synergy scores: CSS=-0.414, Synergy_ZIP=4.42, Synergy_Bliss=2.43, Synergy_Loewe=-5.51, Synergy_HSA=-4.87. (8) Synergy scores: CSS=18.8, Synergy_ZIP=-2.09, Synergy_Bliss=4.91, Synergy_Loewe=-8.20, Synergy_HSA=5.31. Drug 1: CC1=C(C(=CC=C1)Cl)NC(=O)C2=CN=C(S2)NC3=CC(=NC(=N3)C)N4CCN(CC4)CCO. Drug 2: CC(C)NC(=O)C1=CC=C(C=C1)CNNC.Cl. Cell line: HT29. (9) Drug 1: C1=C(C(=O)NC(=O)N1)N(CCCl)CCCl. Drug 2: CCC1(C2=C(COC1=O)C(=O)N3CC4=CC5=C(C=CC(=C5CN(C)C)O)N=C4C3=C2)O.Cl. Cell line: SK-MEL-2. Synergy scores: CSS=16.8, Synergy_ZIP=-4.42, Synergy_Bliss=4.01, Synergy_Loewe=-2.65, Synergy_HSA=3.17.